Dataset: Catalyst prediction with 721,799 reactions and 888 catalyst types from USPTO. Task: Predict which catalyst facilitates the given reaction. (1) The catalyst class is: 12. Reactant: C[O:2][C:3]([C@H:5]1[CH2:9][C:8](=[O:10])[N:7]([C:11]2[CH:16]=[CH:15][C:14]([O:17][CH2:18][C:19]3[CH:24]=[CH:23][CH:22]=[C:21]([F:25])[CH:20]=3)=[CH:13][CH:12]=2)[CH2:6]1)=[O:4].Cl. Product: [F:25][C:21]1[CH:20]=[C:19]([CH:24]=[CH:23][CH:22]=1)[CH2:18][O:17][C:14]1[CH:13]=[CH:12][C:11]([N:7]2[C:8](=[O:10])[CH2:9][C@H:5]([C:3]([OH:4])=[O:2])[CH2:6]2)=[CH:16][CH:15]=1. (2) Reactant: [O:1]=[C:2]1[N:6]([CH:7]2[CH2:12][CH2:11][N:10]([CH:13]3[CH2:17][CH2:16][N:15]([C:18]([O:20][CH2:21][CH3:22])=[O:19])[CH2:14]3)[CH2:9][CH2:8]2)[C:5]2[CH:23]=[CH:24][CH:25]=[CH:26][C:4]=2[NH:3]1.CCO. Product: [O:1]=[C:2]1[N:6]([CH:7]2[CH2:12][CH2:11][N:10]([C@@H:13]3[CH2:17][CH2:16][N:15]([C:18]([O:20][CH2:21][CH3:22])=[O:19])[CH2:14]3)[CH2:9][CH2:8]2)[C:5]2[CH:23]=[CH:24][CH:25]=[CH:26][C:4]=2[NH:3]1. The catalyst class is: 81. (3) Product: [Br:1][C:2]1[CH:7]=[CH:6][C:5]([C:8]([F:11])([F:10])[F:9])=[CH:4][C:3]=1[N:13]1[CH2:18][CH2:17][NH:16][CH2:15][CH2:14]1. Reactant: [Br:1][C:2]1[CH:7]=[CH:6][C:5]([C:8]([F:11])([F:10])[F:9])=[CH:4][C:3]=1F.[NH:13]1[CH2:18][CH2:17][NH:16][CH2:15][CH2:14]1. The catalyst class is: 80. (4) Reactant: [OH-].[K+].C([NH:6][C:7]1[CH:8]=[C:9]([NH:13][CH:14]2[CH2:19][CH2:18][N:17]([CH2:20][C:21]3[CH:26]=[CH:25][CH:24]=[CH:23][CH:22]=3)[CH2:16][CH2:15]2)[CH:10]=[CH:11][CH:12]=1)(=O)C.O. Product: [NH2:6][C:7]1[CH:8]=[C:9]([NH:13][CH:14]2[CH2:19][CH2:18][N:17]([CH2:20][C:21]3[CH:26]=[CH:25][CH:24]=[CH:23][CH:22]=3)[CH2:16][CH2:15]2)[CH:10]=[CH:11][CH:12]=1. The catalyst class is: 8. (5) Reactant: C(O[C:4]([C:6]1[C:7]([CH:18]2[CH2:20][CH2:19]2)=[N:8][C:9]2[C:14]([C:15]=1[CH3:16])=[CH:13][CH:12]=[C:11]([Br:17])[CH:10]=2)=[O:5])C.C[Al](C)C.[F:25][C:26]1[CH:33]=[CH:32][C:29]([CH2:30][NH2:31])=[CH:28][CH:27]=1.CCOC(C)=O.C1CCCCC1. Product: [Br:17][C:11]1[CH:10]=[C:9]2[C:14]([C:15]([CH3:16])=[C:6]([C:4]([NH:31][CH2:30][C:29]3[CH:32]=[CH:33][C:26]([F:25])=[CH:27][CH:28]=3)=[O:5])[C:7]([CH:18]3[CH2:19][CH2:20]3)=[N:8]2)=[CH:13][CH:12]=1. The catalyst class is: 11. (6) Reactant: CC(C)([O-])C.[K+].[CH2:7]([OH:10])[CH2:8][OH:9].[Cl:11][C:12]1[CH:19]=[CH:18][CH:17]=[C:16]([Cl:20])[C:13]=1[CH2:14]Br. Product: [Cl:11][C:12]1[CH:19]=[CH:18][CH:17]=[C:16]([Cl:20])[C:13]=1[CH2:14][O:9][CH2:8][CH2:7][OH:10]. The catalyst class is: 6. (7) The catalyst class is: 3. Reactant: [H-].[Na+].[Br:3][C:4]1[C:13]2[C:8](=[CH:9][CH:10]=[CH:11][CH:12]=2)[C:7](=[O:14])[N:6]([C:15]2[CH:20]=[CH:19][C:18]([NH:21][C:22](=[O:24])[CH3:23])=[CH:17][CH:16]=2)[N:5]=1.[CH2:25](I)[CH3:26]. Product: [Br:3][C:4]1[C:13]2[C:8](=[CH:9][CH:10]=[CH:11][CH:12]=2)[C:7](=[O:14])[N:6]([C:15]2[CH:20]=[CH:19][C:18]([N:21]([CH2:25][CH3:26])[C:22](=[O:24])[CH3:23])=[CH:17][CH:16]=2)[N:5]=1.